This data is from Reaction yield outcomes from USPTO patents with 853,638 reactions. The task is: Predict the reaction yield, written as a fraction of the theoretical maximum amount of product (1.0 means a 100% yield; for example, 0.34 means a 34% yield). (1) The reactants are [CH3:1][O:2][C:3]1[CH:8]=[CH:7][C:6]([C:9]#[C:10][CH2:11][C@H:12]([C:14]2[CH:19]=[CH:18][CH:17]=[CH:16][CH:15]=2)[OH:13])=[C:5]([CH3:20])[CH:4]=1.[H-].[Na+].[CH2:23](Br)[C:24]#[CH:25]. The catalyst is C1COCC1. The product is [CH3:1][O:2][C:3]1[CH:8]=[CH:7][C:6]([C:9]#[C:10][CH2:11][C@H:12]([C:14]2[CH:19]=[CH:18][CH:17]=[CH:16][CH:15]=2)[O:13][CH2:25][C:24]#[CH:23])=[C:5]([CH3:20])[CH:4]=1. The yield is 0.870. (2) The reactants are [C:1]1([NH2:8])[C:2]([NH2:7])=[CH:3][CH:4]=[CH:5][CH:6]=1.[C:9](O)(=O)[C:10]1[CH:15]=[CH:14][CH:13]=[N:12][CH:11]=1. No catalyst specified. The product is [N:12]1[CH:13]=[CH:14][CH:15]=[C:10]([C:9]2[NH:8][C:1]3[CH:6]=[CH:5][CH:4]=[CH:3][C:2]=3[N:7]=2)[CH:11]=1. The yield is 0.830. (3) The reactants are C[O:2][C:3](=O)[C@@H:4]([N:18]1[CH2:23][CH2:22][N:21]([C:24](=[O:38])[NH:25][C:26]2[CH:31]=[CH:30][C:29]([O:32][C:33]([F:36])([F:35])[F:34])=[C:28]([Cl:37])[CH:27]=2)[C@@H:20]([CH3:39])[C:19]1=[O:40])[CH2:5][CH2:6][C:7]([N:9]1[CH2:16][CH2:15][C:12]2([CH2:14][CH2:13]2)[C@H:11]([OH:17])[CH2:10]1)=[O:8].[Li+].[BH4-].CO.CC(C)=O. The catalyst is C1COCC1.C1CCCCC1.[OH-].[Na+]. The product is [Cl:37][C:28]1[CH:27]=[C:26]([NH:25][C:24]([N:21]2[CH2:22][CH2:23][N:18]([C@H:4]([CH2:3][OH:2])[CH2:5][CH2:6][C:7]([N:9]3[CH2:16][CH2:15][C:12]4([CH2:13][CH2:14]4)[C@H:11]([OH:17])[CH2:10]3)=[O:8])[C:19](=[O:40])[C@@H:20]2[CH3:39])=[O:38])[CH:31]=[CH:30][C:29]=1[O:32][C:33]([F:35])([F:36])[F:34]. The yield is 0.880. (4) The reactants are [CH3:1][C:2]1[C:3]([CH:8]2[CH2:13][C:12](=O)[CH2:11][CH:10]([C:15]3[C:20]([CH3:21])=[CH:19][CH:18]=[CH:17][N:16]=3)[NH:9]2)=[N:4][CH:5]=[CH:6][CH:7]=1.O.NN.[OH-].[K+]. The catalyst is C(O)COCCO. The product is [CH3:1][C:2]1[C:3]([CH:8]2[CH2:13][CH2:12][CH2:11][CH:10]([C:15]3[C:20]([CH3:21])=[CH:19][CH:18]=[CH:17][N:16]=3)[NH:9]2)=[N:4][CH:5]=[CH:6][CH:7]=1. The yield is 0.970. (5) The reactants are [F:1][C:2]1[CH:17]=[C:16]([CH:18]=O)[CH:15]=[CH:14][C:3]=1[O:4][C:5]1[CH:6]=[CH:7][C:8]([C:11]([NH2:13])=[O:12])=[N:9][CH:10]=1.[CH3:20][C:21]([CH3:27])([CH3:26])[CH2:22][CH2:23][CH2:24][NH2:25].[BH4-].[Na+]. The catalyst is CO. The product is [CH3:20][C:21]([CH3:27])([CH3:26])[CH2:22][CH2:23][CH2:24][NH:25][CH2:18][C:16]1[CH:15]=[CH:14][C:3]([O:4][C:5]2[CH:6]=[CH:7][C:8]([C:11]([NH2:13])=[O:12])=[N:9][CH:10]=2)=[C:2]([F:1])[CH:17]=1. The yield is 0.280.